From a dataset of Peptide-MHC class II binding affinity with 134,281 pairs from IEDB. Regression. Given a peptide amino acid sequence and an MHC pseudo amino acid sequence, predict their binding affinity value. This is MHC class II binding data. (1) The peptide sequence is NKIVRMYSPTSI. The MHC is DRB1_1501 with pseudo-sequence DRB1_1501. The binding affinity (normalized) is 1.00. (2) The peptide sequence is GIMAVGLVSLLGSAL. The MHC is DRB1_1501 with pseudo-sequence DRB1_1501. The binding affinity (normalized) is 0.569.